Dataset: NCI-60 drug combinations with 297,098 pairs across 59 cell lines. Task: Regression. Given two drug SMILES strings and cell line genomic features, predict the synergy score measuring deviation from expected non-interaction effect. (1) Drug 1: C1CNP(=O)(OC1)N(CCCl)CCCl. Drug 2: COCCOC1=C(C=C2C(=C1)C(=NC=N2)NC3=CC=CC(=C3)C#C)OCCOC.Cl. Synergy scores: CSS=5.56, Synergy_ZIP=1.80, Synergy_Bliss=5.14, Synergy_Loewe=-0.637, Synergy_HSA=-1.42. Cell line: MOLT-4. (2) Drug 1: CCC1(CC2CC(C3=C(CCN(C2)C1)C4=CC=CC=C4N3)(C5=C(C=C6C(=C5)C78CCN9C7C(C=CC9)(C(C(C8N6C=O)(C(=O)OC)O)OC(=O)C)CC)OC)C(=O)OC)O.OS(=O)(=O)O. Drug 2: CC1=C2C(C(=O)C3(C(CC4C(C3C(C(C2(C)C)(CC1OC(=O)C(C(C5=CC=CC=C5)NC(=O)OC(C)(C)C)O)O)OC(=O)C6=CC=CC=C6)(CO4)OC(=O)C)O)C)O. Cell line: NCI-H522. Synergy scores: CSS=46.7, Synergy_ZIP=0.476, Synergy_Bliss=0.336, Synergy_Loewe=-13.5, Synergy_HSA=-0.491. (3) Drug 1: CC12CCC3C(C1CCC2O)C(CC4=C3C=CC(=C4)O)CCCCCCCCCS(=O)CCCC(C(F)(F)F)(F)F. Drug 2: C1C(C(OC1N2C=NC3=C2NC=NCC3O)CO)O. Cell line: UO-31. Synergy scores: CSS=-2.91, Synergy_ZIP=0.920, Synergy_Bliss=0.974, Synergy_Loewe=-1.40, Synergy_HSA=-1.25. (4) Drug 1: CC(C)(C#N)C1=CC(=CC(=C1)CN2C=NC=N2)C(C)(C)C#N. Drug 2: COC1=NC(=NC2=C1N=CN2C3C(C(C(O3)CO)O)O)N. Cell line: CAKI-1. Synergy scores: CSS=-4.94, Synergy_ZIP=3.89, Synergy_Bliss=1.74, Synergy_Loewe=-6.43, Synergy_HSA=-6.38. (5) Drug 1: CS(=O)(=O)OCCCCOS(=O)(=O)C. Drug 2: CC(C)(C#N)C1=CC(=CC(=C1)CN2C=NC=N2)C(C)(C)C#N. Cell line: HS 578T. Synergy scores: CSS=-0.965, Synergy_ZIP=-0.0285, Synergy_Bliss=1.85, Synergy_Loewe=-0.226, Synergy_HSA=-0.144. (6) Drug 1: C1CN1C2=NC(=NC(=N2)N3CC3)N4CC4. Drug 2: CC1OCC2C(O1)C(C(C(O2)OC3C4COC(=O)C4C(C5=CC6=C(C=C35)OCO6)C7=CC(=C(C(=C7)OC)O)OC)O)O. Cell line: NCIH23. Synergy scores: CSS=68.5, Synergy_ZIP=-0.0522, Synergy_Bliss=1.20, Synergy_Loewe=-2.02, Synergy_HSA=4.73. (7) Synergy scores: CSS=7.68, Synergy_ZIP=14.2, Synergy_Bliss=20.8, Synergy_Loewe=17.6, Synergy_HSA=18.2. Drug 2: CC1C(C(=O)NC(C(=O)N2CCCC2C(=O)N(CC(=O)N(C(C(=O)O1)C(C)C)C)C)C(C)C)NC(=O)C3=C4C(=C(C=C3)C)OC5=C(C(=O)C(=C(C5=N4)C(=O)NC6C(OC(=O)C(N(C(=O)CN(C(=O)C7CCCN7C(=O)C(NC6=O)C(C)C)C)C)C(C)C)C)N)C. Drug 1: CC1=C(C=C(C=C1)NC2=NC=CC(=N2)N(C)C3=CC4=NN(C(=C4C=C3)C)C)S(=O)(=O)N.Cl. Cell line: BT-549.